From a dataset of Full USPTO retrosynthesis dataset with 1.9M reactions from patents (1976-2016). Predict the reactants needed to synthesize the given product. (1) Given the product [C:1]1([C:7]#[C:8][C:9]([NH:27][C:28]2[CH:29]=[C:30]([CH:47]=[CH:48][CH:49]=2)[O:31][C:32]2[CH:33]=[CH:34][C:35]3[N:36]([CH:38]=[C:39]([NH:41][C:42]([CH:44]4[CH2:46][CH2:45]4)=[O:43])[N:40]=3)[N:37]=2)=[O:11])[CH:2]=[CH:3][CH:4]=[CH:5][CH:6]=1, predict the reactants needed to synthesize it. The reactants are: [C:1]1([C:7]#[C:8][C:9]([OH:11])=O)[CH:6]=[CH:5][CH:4]=[CH:3][CH:2]=1.C(Cl)(=O)OCC(C)C.CN1CCOCC1.[NH2:27][C:28]1[CH:29]=[C:30]([CH:47]=[CH:48][CH:49]=1)[O:31][C:32]1[CH:33]=[CH:34][C:35]2[N:36]([CH:38]=[C:39]([NH:41][C:42]([CH:44]3[CH2:46][CH2:45]3)=[O:43])[N:40]=2)[N:37]=1. (2) Given the product [C:28]([NH:18][C@H:17]([C:19]([OH:21])=[O:20])[CH2:16][S:15][CH:13]1[C:12]2[CH:11]=[CH:10][CH:9]=[CH:8][C:7]=2[O:6][C:5]2[C:14]1=[CH:1][CH:2]=[CH:3][CH:4]=2)([C:29]1[CH:34]=[CH:33][CH:32]=[CH:31][CH:30]=1)([C:41]1[CH:42]=[CH:43][CH:44]=[CH:45][CH:46]=1)[C:35]1[CH:36]=[CH:37][CH:38]=[CH:39][CH:40]=1, predict the reactants needed to synthesize it. The reactants are: [CH:1]1[C:14]2[CH:13]([S:15][CH2:16][C@@H:17]([C:19]([OH:21])=[O:20])[NH2:18])[C:12]3[C:7](=[CH:8][CH:9]=[CH:10][CH:11]=3)[O:6][C:5]=2[CH:4]=[CH:3][CH:2]=1.O.C(NCC)C.[C:28](Cl)([C:41]1[CH:46]=[CH:45][CH:44]=[CH:43][CH:42]=1)([C:35]1[CH:40]=[CH:39][CH:38]=[CH:37][CH:36]=1)[C:29]1[CH:34]=[CH:33][CH:32]=[CH:31][CH:30]=1. (3) Given the product [CH3:1][C:2]1[N:6]=[C:5]([C:7]2[S:11][C:10]([NH:12][C:25]([CH:19]3[CH2:24][CH2:23][CH2:22][CH2:21][CH2:20]3)=[O:26])=[N:9][C:8]=2[C:13]2[CH:14]=[CH:15][CH:16]=[CH:17][CH:18]=2)[O:4][N:3]=1, predict the reactants needed to synthesize it. The reactants are: [CH3:1][C:2]1[N:6]=[C:5]([C:7]2[S:11][C:10]([NH2:12])=[N:9][C:8]=2[C:13]2[CH:18]=[CH:17][CH:16]=[CH:15][CH:14]=2)[O:4][N:3]=1.[CH:19]1([C:25](Cl)=[O:26])[CH2:24][CH2:23][CH2:22][CH2:21][CH2:20]1. (4) Given the product [CH2:48]([N:38]1[C:39](=[O:47])[C:40]([CH3:46])([CH3:45])[C:41](=[O:44])[N:42]([CH3:43])[C:36]2[CH:35]=[C:34]([CH2:33][N:19]([CH2:18][C:17]3[C:12]([CH2:11][OH:10])=[N:13][CH:14]=[CH:15][CH:16]=3)[CH2:20][CH2:21][N:22]3[CH:27]=[CH:26][C:25]4[O:28][C:29]([CH3:31])=[CH:30][C:24]=4[C:23]3=[O:32])[CH:51]=[CH:50][C:37]1=2)[CH3:49], predict the reactants needed to synthesize it. The reactants are: C(=O)([O-])[O-].[K+].[K+].C([O:10][CH2:11][C:12]1[C:17]([CH2:18][N:19]([CH2:33][C:34]2[CH:51]=[CH:50][C:37]3[N:38]([CH2:48][CH3:49])[C:39](=[O:47])[C:40]([CH3:46])([CH3:45])[C:41](=[O:44])[N:42]([CH3:43])[C:36]=3[CH:35]=2)[CH2:20][CH2:21][N:22]2[CH:27]=[CH:26][C:25]3[O:28][C:29]([CH3:31])=[CH:30][C:24]=3[C:23]2=[O:32])=[CH:16][CH:15]=[CH:14][N:13]=1)(=O)C. (5) Given the product [O:36]=[C:34]1[N:12]([NH:13][C:14]([C:16]2[NH:17][C:18]3[C:23]([CH:24]=2)=[CH:22][C:21]([Cl:25])=[CH:20][CH:19]=3)=[O:15])[C:10](=[O:11])[CH2:9][CH2:8][N:1]1[C:2]1[CH:3]=[CH:4][CH:5]=[CH:6][CH:7]=1, predict the reactants needed to synthesize it. The reactants are: [NH:1]([CH2:8][CH2:9][C:10]([NH:12][NH:13][C:14]([C:16]1[NH:17][C:18]2[C:23]([CH:24]=1)=[CH:22][C:21]([Cl:25])=[CH:20][CH:19]=2)=[O:15])=[O:11])[C:2]1[CH:7]=[CH:6][CH:5]=[CH:4][CH:3]=1.C(N(CC)CC)C.Cl[C:34](Cl)([O:36]C(=O)OC(Cl)(Cl)Cl)Cl.O. (6) Given the product [CH3:4][O:5][C:6]1[CH:7]=[C:8]([N:12]2[CH2:17][CH2:16][N:15]([CH2:30][CH2:31][CH2:32][CH2:33][NH:34][C:35]([C:37]3[N:3]=[CH:1][C:40]4[C:39]([CH:38]=3)=[CH:45][CH:44]=[CH:43][CH:42]=4)=[O:36])[CH2:14][CH2:13]2)[CH:9]=[CH:10][CH:11]=1, predict the reactants needed to synthesize it. The reactants are: [C:1](#[N:3])C.[CH3:4][O:5][C:6]1[CH:7]=[C:8]([N:12]2[CH2:17][CH2:16][NH:15][CH2:14][CH2:13]2)[CH:9]=[CH:10][CH:11]=1.C1(C)C=CC=C(N2CCN([CH2:30][CH2:31][CH2:32][CH2:33][NH:34][C:35]([C:37]3O[C:40]4[CH:42]=[CH:43][CH:44]=[CH:45][C:39]=4[CH:38]=3)=[O:36])CC2)C=1. (7) Given the product [CH2:11]([NH:18][CH2:19][CH:21]1[C:34]2[CH:33]=[CH:32][CH:31]=[CH:30][C:29]=2[O:28][C:27]2[C:22]1=[CH:23][CH:24]=[CH:25][CH:26]=2)[C:12]1[CH:13]=[CH:14][CH:15]=[CH:16][CH:17]=1, predict the reactants needed to synthesize it. The reactants are: [Cl-].[Cl-].[Cl-].[Al+3].[H-].[H-].[H-].[H-].[Li+].[Al+3].[CH2:11]([NH:18][C:19]([CH:21]1[C:34]2[CH:33]=[CH:32][CH:31]=[CH:30][C:29]=2[O:28][C:27]2[C:22]1=[CH:23][CH:24]=[CH:25][CH:26]=2)=O)[C:12]1[CH:17]=[CH:16][CH:15]=[CH:14][CH:13]=1.[OH-].[Na+]. (8) The reactants are: [BH4-].[Na+].[F:3][C:4]1[CH:9]=[C:8]([CH:10]2[CH2:15][CH2:14][CH:13]([CH2:16][CH2:17][CH2:18][CH2:19][CH3:20])[CH2:12][CH2:11]2)[CH:7]=[CH:6][C:5]=1[CH:21]1[CH2:26][CH2:25][CH:24]([CH:27]2[CH2:32][CH2:31][C:30](=[O:33])[CH2:29][CH2:28]2)[CH2:23][CH2:22]1.[H][H].[Cl-].[NH4+]. Given the product [F:3][C:4]1[CH:9]=[C:8]([CH:10]2[CH2:15][CH2:14][CH:13]([CH2:16][CH2:17][CH2:18][CH2:19][CH3:20])[CH2:12][CH2:11]2)[CH:7]=[CH:6][C:5]=1[CH:21]1[CH2:26][CH2:25][CH:24]([CH:27]2[CH2:28][CH2:29][CH:30]([OH:33])[CH2:31][CH2:32]2)[CH2:23][CH2:22]1, predict the reactants needed to synthesize it. (9) Given the product [CH2:1]([N:8]1[C:16]2[C:11](=[CH:12][C:13]([C:23]3[CH:24]=[CH:25][C:20]([C:19]([F:30])([F:29])[F:18])=[CH:21][CH:22]=3)=[CH:14][CH:15]=2)[CH:10]=[CH:9]1)[C:2]1[CH:7]=[CH:6][CH:5]=[CH:4][CH:3]=1, predict the reactants needed to synthesize it. The reactants are: [CH2:1]([N:8]1[C:16]2[C:11](=[CH:12][C:13](Br)=[CH:14][CH:15]=2)[CH:10]=[CH:9]1)[C:2]1[CH:7]=[CH:6][CH:5]=[CH:4][CH:3]=1.[F:18][C:19]([F:30])([F:29])[C:20]1[CH:25]=[CH:24][C:23](B(O)O)=[CH:22][CH:21]=1.C(=O)([O-])[O-].[K+].[K+].C1(C)C=CC=CC=1. (10) Given the product [Cl:1][C:2]1[CH:7]=[CH:6][C:5]([NH:8][C:9](=[O:21])[C:10]2[CH:15]=[CH:14][C:13]([C:16]([F:18])([F:19])[F:17])=[N:12][C:11]=2[CH3:20])=[CH:4][C:3]=1[C:22]1[CH:30]=[CH:29][C:25]([C:26](=[O:27])[NH:38][CH3:35])=[CH:24][N:23]=1, predict the reactants needed to synthesize it. The reactants are: [Cl:1][C:2]1[CH:7]=[CH:6][C:5]([NH:8][C:9](=[O:21])[C:10]2[CH:15]=[CH:14][C:13]([C:16]([F:19])([F:18])[F:17])=[N:12][C:11]=2[CH3:20])=[CH:4][C:3]=1[C:22]1[CH:30]=[CH:29][C:25]([C:26]([O-])=[O:27])=[CH:24][N:23]=1.ClC1C=C[C:35]([NH:38]C(=O)C2C=CC(C(F)(F)F)=NC=2C)=CC=1C1C=CC(C(O)=O)=CN=1.Cl.CN.